Task: Predict the reaction yield, written as a fraction of the theoretical maximum amount of product (1.0 means a 100% yield; for example, 0.34 means a 34% yield).. Dataset: Reaction yield outcomes from USPTO patents with 853,638 reactions (1) The reactants are [C:1]([C:3]1[CH:4]=[C:5]([CH:10]=[C:11]([C:13]#[N:14])[CH:12]=1)[C:6]([O:8]C)=[O:7])#[N:2].[Li+].[OH-]. The catalyst is C1COCC1.O. The product is [C:13]([C:11]1[CH:10]=[C:5]([CH:4]=[C:3]([C:1]#[N:2])[CH:12]=1)[C:6]([OH:8])=[O:7])#[N:14]. The yield is 0.280. (2) The reactants are [Br:1][CH2:2][C:3]([C:5]1[CH:10]=[CH:9][CH:8]=[CH:7][C:6]=1[O:11][CH3:12])=[O:4].[C:13]([O:17][C:18]([NH:20][CH:21]([C:33]1[CH:38]=[CH:37][CH:36]=[CH:35][CH:34]=1)[C:22]([O:24][C@@H:25]1[CH:30]2[CH2:31][CH2:32][N:27]([CH2:28][CH2:29]2)[CH2:26]1)=[O:23])=[O:19])([CH3:16])([CH3:15])[CH3:14]. The catalyst is C(#N)C. The product is [Br-:1].[C:13]([O:17][C:18]([NH:20][CH:21]([C:33]1[CH:38]=[CH:37][CH:36]=[CH:35][CH:34]=1)[C:22]([O:24][C@@H:25]1[CH:30]2[CH2:31][CH2:32][N+:27]([CH2:2][C:3]([C:5]3[CH:10]=[CH:9][CH:8]=[CH:7][C:6]=3[O:11][CH3:12])=[O:4])([CH2:28][CH2:29]2)[CH2:26]1)=[O:23])=[O:19])([CH3:16])([CH3:14])[CH3:15]. The yield is 0.950. (3) The reactants are [ClH:1].O1CCOCC1.C(OC(=O)[NH:14][C:15]([C:18]1[CH:23]=[CH:22][CH:21]=[C:20]([C:24]#[N:25])[N:19]=1)([CH3:17])[CH3:16])(C)(C)C. No catalyst specified. The product is [ClH:1].[NH2:14][C:15]([C:18]1[N:19]=[C:20]([C:24]#[N:25])[CH:21]=[CH:22][CH:23]=1)([CH3:16])[CH3:17]. The yield is 0.970. (4) The reactants are Cl.C(OC([N:12]1[CH2:16][CH:15]([N:17]2[CH2:22][CH2:21][O:20][CH2:19][CH2:18]2)[CH2:14][N:13]1[C:23](=[O:32])[CH2:24][C:25]1[CH:30]=[CH:29][C:28]([F:31])=[CH:27][CH:26]=1)=O)C1C=CC=CC=1. The catalyst is CO.[Pd]. The product is [F:31][C:28]1[CH:29]=[CH:30][C:25]([CH2:24][C:23]([N:13]2[CH2:14][CH:15]([N:17]3[CH2:22][CH2:21][O:20][CH2:19][CH2:18]3)[CH2:16][NH:12]2)=[O:32])=[CH:26][CH:27]=1. The yield is 0.810. (5) The reactants are Br[C:2]1[CH:7]=[CH:6][C:5]([CH3:8])=[CH:4][N:3]=1.C([Li])CCC.CN(C)[C:16](=[O:18])[CH3:17].[Cl-].[NH4+]. The catalyst is CCOCC.C(Cl)Cl.CO. The product is [CH3:8][C:5]1[CH:6]=[CH:7][C:2]([C:16](=[O:18])[CH3:17])=[N:3][CH:4]=1. The yield is 0.720. (6) The reactants are [CH2:1]([N:8]1[C:16]2[C:11](=[CH:12][CH:13]=[CH:14][CH:15]=2)[C:10]([C:17](O)=[O:18])=[C:9]1[CH3:20])[C:2]1[CH:7]=[CH:6][CH:5]=[CH:4][CH:3]=1.N1(O)C2C=CC=CC=2N=N1.Cl.CN(C)CCCN=C=NCC.C(N(CC)CC)C.[NH2:50][CH2:51][C:52]1[C:53]([OH:60])=[N:54][C:55]([CH3:59])=[CH:56][C:57]=1[CH3:58]. The catalyst is ClCCl.O. The product is [CH2:1]([N:8]1[C:16]2[C:11](=[CH:12][CH:13]=[CH:14][CH:15]=2)[C:10]([C:17]([NH:50][CH2:51][C:52]2[C:53]([OH:60])=[N:54][C:55]([CH3:59])=[CH:56][C:57]=2[CH3:58])=[O:18])=[C:9]1[CH3:20])[C:2]1[CH:7]=[CH:6][CH:5]=[CH:4][CH:3]=1. The yield is 0.630. (7) The reactants are Cl.[CH2:2]([O:4][C:5](=[O:9])[CH2:6][CH2:7][NH2:8])[CH3:3].Cl[C:11]1[N:16]=[C:15]([O:17][CH3:18])[C:14]([N+:19]([O-:21])=[O:20])=[C:13]([O:22][CH3:23])[N:12]=1. The catalyst is C(O)C. The product is [CH3:18][O:17][C:15]1[C:14]([N+:19]([O-:21])=[O:20])=[C:13]([O:22][CH3:23])[N:12]=[C:11]([NH:8][CH2:7][CH2:6][C:5]([O:4][CH2:2][CH3:3])=[O:9])[N:16]=1. The yield is 0.510. (8) The reactants are C(OC(=O)[CH:5]([O:22][Si:23]([C:36]([CH3:39])([CH3:38])[CH3:37])([C:30]1[CH:35]=[CH:34][CH:33]=[CH:32][CH:31]=1)[C:24]1[CH:29]=[CH:28][CH:27]=[CH:26][CH:25]=1)[CH2:6][N:7]([CH2:15][C:16]1[CH:21]=[CH:20][CH:19]=[CH:18][CH:17]=1)[CH2:8][C:9]1[CH:14]=[CH:13][CH:12]=[CH:11][CH:10]=1)C.[CH3:41][Mg]Br.[CH2:44]1[CH2:48][O:47]CC1. No catalyst specified. The product is [C:36]([Si:23]([C:30]1[CH:31]=[CH:32][CH:33]=[CH:34][CH:35]=1)([C:24]1[CH:29]=[CH:28][CH:27]=[CH:26][CH:25]=1)[O:22][CH:5]([CH2:6][N:7]([CH2:15][C:16]1[CH:17]=[CH:18][CH:19]=[CH:20][CH:21]=1)[CH2:8][C:9]1[CH:10]=[CH:11][CH:12]=[CH:13][CH:14]=1)[C:48]([CH3:44])([OH:47])[CH3:41])([CH3:39])([CH3:37])[CH3:38]. The yield is 0.840.